This data is from Forward reaction prediction with 1.9M reactions from USPTO patents (1976-2016). The task is: Predict the product of the given reaction. (1) Given the reactants [C:1]([O:5][C:6]([N:8]1[CH2:12][C:11](=O)[C@@H:10]([NH:14][C:15]([C:17]2[S:18][C:19]([Cl:22])=[CH:20][CH:21]=2)=[O:16])[CH2:9]1)=[O:7])([CH3:4])([CH3:3])[CH3:2].[Cl-].[NH4+].CC[N:27](C(C)C)C(C)C.[BH4-].[Na+], predict the reaction product. The product is: [C:1]([O:5][C:6]([N:8]1[CH2:9][CH:10]([NH:14][C:15]([C:17]2[S:18][C:19]([Cl:22])=[CH:20][CH:21]=2)=[O:16])[C@@H:11]([NH2:27])[CH2:12]1)=[O:7])([CH3:4])([CH3:3])[CH3:2]. (2) Given the reactants CON(C)[C:4]([C:6]1[N:7]=[C:8]2[CH:13]=[CH:12][CH:11]=[N:10][N:9]2[CH:14]=1)=[O:5].[H-].[Al+3].[Li+].[H-].[H-].[H-].C(O)(=O)CC(CC(O)=O)(C(O)=O)O, predict the reaction product. The product is: [N:7]1[C:6]([CH:4]=[O:5])=[CH:14][N:9]2[C:8]=1[CH:13]=[CH:12][CH:11]=[N:10]2. (3) Given the reactants O1[C:5]2([CH2:10][CH2:9][N:8]([C:11]3[CH:12]=[CH:13][C:14]4[N:15]([C:17]([CH2:20][C:21]5[CH:22]=[C:23]6[C:28](=[CH:29][CH:30]=5)[N:27]=[CH:26][CH:25]=[CH:24]6)=[CH:18][N:19]=4)[N:16]=3)[CH2:7][CH2:6]2)[O:4]CC1.Cl, predict the reaction product. The product is: [N:27]1[C:28]2[C:23](=[CH:22][C:21]([CH2:20][C:17]3[N:15]4[N:16]=[C:11]([N:8]5[CH2:9][CH2:10][C:5](=[O:4])[CH2:6][CH2:7]5)[CH:12]=[CH:13][C:14]4=[N:19][CH:18]=3)=[CH:30][CH:29]=2)[CH:24]=[CH:25][CH:26]=1. (4) Given the reactants [Br:1][C:2]1[C:14]2[C:13]3[C:8](=[CH:9][C:10]([C:15]([OH:18])([CH3:17])[CH3:16])=[CH:11][CH:12]=3)[NH:7][C:6]=2[C:5]([C:19]([NH2:21])=[O:20])=[CH:4][CH:3]=1.O.C1(C)C=CC(S(O)(=O)=O)=CC=1.[CH2:34](O)[CH2:35][OH:36].C([O-])(O)=O.[Na+], predict the reaction product. The product is: [Br:1][C:2]1[C:14]2[C:13]3[C:8](=[CH:9][C:10]([C:15]([O:18][CH2:34][CH2:35][OH:36])([CH3:17])[CH3:16])=[CH:11][CH:12]=3)[NH:7][C:6]=2[C:5]([C:19]([NH2:21])=[O:20])=[CH:4][CH:3]=1.